From a dataset of Forward reaction prediction with 1.9M reactions from USPTO patents (1976-2016). Predict the product of the given reaction. (1) Given the reactants [C:1]([O:5][C:6](=[O:10])[CH:7]=[N+]=[N-])([CH3:4])([CH3:3])[CH3:2].[Sn](Cl)Cl.[CH3:14][O:15][C:16](=[O:27])[CH2:17][C:18]1[CH:23]=[CH:22][C:21]([CH:24]=[O:25])=[C:20]([Cl:26])[CH:19]=1, predict the reaction product. The product is: [C:1]([O:5][C:6](=[O:10])[CH2:7][C:24]([C:21]1[CH:22]=[CH:23][C:18]([CH2:17][C:16]([O:15][CH3:14])=[O:27])=[CH:19][C:20]=1[Cl:26])=[O:25])([CH3:4])([CH3:3])[CH3:2]. (2) Given the reactants C(OC([N:8]1[CH2:13][CH2:12][N:11]([C:14]2[CH:19]=[CH:18][C:17]([NH:20][C:21]([N:23]3[CH2:28][CH2:27][N:26]([C:29](=[O:37])[C:30]4[CH:35]=[CH:34][CH:33]=[C:32]([F:36])[CH:31]=4)[CH2:25][CH2:24]3)=[O:22])=[CH:16][C:15]=2[F:38])[CH2:10][CH2:9]1)=O)(C)(C)C.Cl.O1CCOCC1, predict the reaction product. The product is: [F:38][C:15]1[CH:16]=[C:17]([NH:20][C:21]([N:23]2[CH2:24][CH2:25][N:26]([C:29](=[O:37])[C:30]3[CH:35]=[CH:34][CH:33]=[C:32]([F:36])[CH:31]=3)[CH2:27][CH2:28]2)=[O:22])[CH:18]=[CH:19][C:14]=1[N:11]1[CH2:10][CH2:9][NH:8][CH2:13][CH2:12]1.